This data is from Full USPTO retrosynthesis dataset with 1.9M reactions from patents (1976-2016). The task is: Predict the reactants needed to synthesize the given product. (1) Given the product [CH3:31][O:32][CH2:33][CH2:34][O:35][CH2:36][CH2:37][O:12][C:11](=[O:13])[C@@:10]([CH2:15][OH:16])([CH3:14])[CH2:9][C@H:8]([NH:17][C:18]([C:20]1[NH:21][N:22]=[N:23][CH:24]=1)=[O:19])[CH2:7][C:4]1[CH:5]=[CH:6][C:1]([C:25]2[CH:30]=[CH:29][CH:28]=[CH:27][CH:26]=2)=[CH:2][CH:3]=1, predict the reactants needed to synthesize it. The reactants are: [C:1]1([C:25]2[CH:30]=[CH:29][CH:28]=[CH:27][CH:26]=2)[CH:6]=[CH:5][C:4]([CH2:7][C@@H:8]([NH:17][C:18]([C:20]2[NH:21][N:22]=[N:23][CH:24]=2)=[O:19])[CH2:9][C@:10]([CH2:15][OH:16])([CH3:14])[C:11]([OH:13])=[O:12])=[CH:3][CH:2]=1.[CH3:31][O:32][CH2:33][CH2:34][O:35][CH2:36][CH2:37]O. (2) The reactants are: [NH2:1][C:2]1[CH:23]=[CH:22][C:5]([CH2:6][NH:7]/[CH:8]=[C:9]2\[C:10](=[O:21])[NH:11][C:12](=[O:20])[C:13]3[C:18]\2=[CH:17][C:16]([I:19])=[CH:15][CH:14]=3)=[CH:4][C:3]=1[OH:24].CO[CH:27]1[CH2:31][CH2:30][CH:29](OC)O1.Cl.ClC1C=CN=CC=1. Given the product [OH:24][C:3]1[CH:4]=[C:5]([CH:22]=[CH:23][C:2]=1[N:1]1[CH:27]=[CH:31][CH:30]=[CH:29]1)[CH2:6][NH:7]/[CH:8]=[C:9]1\[C:10](=[O:21])[NH:11][C:12](=[O:20])[C:13]2[C:18]\1=[CH:17][C:16]([I:19])=[CH:15][CH:14]=2, predict the reactants needed to synthesize it. (3) Given the product [CH:35]1([NH:39][C:30]([C:3]2[C:4](=[O:29])[N:5]([CH2:19][C:20]3[CH:21]=[CH:22][C:23]([N+:26]([O-:28])=[O:27])=[CH:24][CH:25]=3)[C:6]3[C:11]([C:2]=2[OH:1])=[N:10][CH:9]=[C:8]([CH2:12][C:13]2[CH:18]=[CH:17][CH:16]=[CH:15][CH:14]=2)[CH:7]=3)=[O:32])[CH2:38][CH2:37][CH2:36]1, predict the reactants needed to synthesize it. The reactants are: [OH:1][C:2]1[C:11]2[C:6](=[CH:7][C:8]([CH2:12][C:13]3[CH:18]=[CH:17][CH:16]=[CH:15][CH:14]=3)=[CH:9][N:10]=2)[N:5]([CH2:19][C:20]2[CH:25]=[CH:24][C:23]([N+:26]([O-:28])=[O:27])=[CH:22][CH:21]=2)[C:4](=[O:29])[C:3]=1[C:30]([O:32]CC)=O.[CH:35]1([NH2:39])[CH2:38][CH2:37][CH2:36]1. (4) Given the product [CH2:1]([O:3][C:4]1[CH:9]=[CH:8][CH:7]=[CH:6][C:5]=1[N:10]1[C:19](=[O:20])[C:18]2[C:13](=[CH:14][CH:15]=[C:16]([N+:29]([O-:31])=[O:30])[CH:17]=2)[N:12]=[C:11]1[CH:21]([N:23]1[CH2:24][CH2:25][NH:26][CH2:27][CH2:28]1)[CH3:22])[CH3:2], predict the reactants needed to synthesize it. The reactants are: [CH2:1]([O:3][C:4]1[CH:9]=[CH:8][CH:7]=[CH:6][C:5]=1[N:10]1[C:19](=[O:20])[C:18]2[C:13](=[CH:14][CH:15]=[CH:16][CH:17]=2)[N:12]=[C:11]1[CH:21]([N:23]1[CH2:28][CH2:27][NH:26][CH2:25][CH2:24]1)[CH3:22])[CH3:2].[N+:29](C1C=C(C(O)=O)C(N)=CC=1)([O-:31])=[O:30]. (5) The reactants are: [C:1]([OH:9])(=O)[C:2]1[CH:7]=[CH:6][N:5]=[CH:4][CH:3]=1.[F:10][C:11]1[CH:16]=[CH:15][C:14]([CH:17]([C:21]2[CH:26]=[CH:25][C:24]([F:27])=[CH:23][CH:22]=2)[CH2:18][CH2:19][NH2:20])=[CH:13][CH:12]=1. Given the product [F:10][C:11]1[CH:16]=[CH:15][C:14]([CH:17]([C:21]2[CH:22]=[CH:23][C:24]([F:27])=[CH:25][CH:26]=2)[CH2:18][CH2:19][NH:20][C:1](=[O:9])[C:2]2[CH:3]=[CH:4][N:5]=[CH:6][CH:7]=2)=[CH:13][CH:12]=1, predict the reactants needed to synthesize it.